The task is: Predict the reaction yield, written as a fraction of the theoretical maximum amount of product (1.0 means a 100% yield; for example, 0.34 means a 34% yield).. This data is from Reaction yield outcomes from USPTO patents with 853,638 reactions. (1) The reactants are C([O-])([O-])=O.[Cs+].[Cs+].CB1OB(C)OB(C)O1.[CH2:16](Cl)Cl.[NH2:19][C:20]1[CH:25]=[CH:24][C:23]([S:26]([F:31])([F:30])([F:29])([F:28])[F:27])=[CH:22][C:21]=1Br. The catalyst is C(COC)OC.CCOCC.Cl[Pd]Cl.O. The product is [NH2:19][C:20]1[CH:25]=[CH:24][C:23]([S:26]([F:31])([F:30])([F:29])([F:28])[F:27])=[CH:22][C:21]=1[CH3:16]. The yield is 0.760. (2) The reactants are [Cl:1][C:2]1[N:3]([CH2:10][CH2:11][C:12]([CH3:14])=[CH2:13])[CH:4]=[C:5]([N+:7]([O-:9])=[O:8])[N:6]=1.ClC1C=CC=C(C(OO)=[O:23])C=1. The yield is 0.880. The product is [Cl:1][C:2]1[N:3]([CH2:10][CH2:11][C:12]2([CH3:14])[CH2:13][O:23]2)[CH:4]=[C:5]([N+:7]([O-:9])=[O:8])[N:6]=1. No catalyst specified. (3) The reactants are [NH2:1][C:2]1[CH:22]=[CH:21][C:5]([CH2:6][C:7]2[N:12]3[CH:13]=[CH:14][N:15]=[C:11]3[C:10]([CH2:16][C:17]([O:19][CH3:20])=[O:18])=[CH:9][N:8]=2)=[CH:4][CH:3]=1.[F:23][C:24]([F:35])([F:34])[C:25]1[CH:33]=[CH:32][C:28]([C:29](Cl)=[O:30])=[CH:27][CH:26]=1.C(N(CC)CC)C. The catalyst is ClCCl. The product is [F:23][C:24]([F:34])([F:35])[C:25]1[CH:33]=[CH:32][C:28]([C:29]([NH:1][C:2]2[CH:3]=[CH:4][C:5]([CH2:6][C:7]3[N:12]4[CH:13]=[CH:14][N:15]=[C:11]4[C:10]([CH2:16][C:17]([O:19][CH3:20])=[O:18])=[CH:9][N:8]=3)=[CH:21][CH:22]=2)=[O:30])=[CH:27][CH:26]=1. The yield is 0.800. (4) The reactants are [F:1][C:2]1[C:3]([F:53])=[CH:4][C:5]2[C:10]3[C:11]4[C:50](=[O:51])[NH:49][C:48](=[O:52])[C:12]=4[C:13]4[C:14]5[C:19]([N:20]([C@@H:22]6[O:43][C@H:42]([CH2:44][OH:45])[CH2:41][C@H:32]([O:33][CH2:34][C:35]7[CH:40]=[CH:39][CH:38]=[CH:37][CH:36]=7)[C@H:23]6[O:24][CH2:25][C:26]6[CH:31]=[CH:30][CH:29]=[CH:28][CH:27]=6)[C:21]=4[C:9]=3[NH:8][C:6]=2[CH:7]=1)=[CH:18][C:17]([F:46])=[C:16]([F:47])[CH:15]=5.C(N(CC)CC)C.CS(Cl)(=O)=O.[Na+].[I-:67]. The catalyst is ClCCl.CN(C1C=CN=CC=1)C.CC(C)=O. The product is [F:1][C:2]1[C:3]([F:53])=[CH:4][C:5]2[C:10]3[C:11]4[C:50](=[O:51])[NH:49][C:48](=[O:52])[C:12]=4[C:13]4[C:14]5[C:19]([N:20]([C@@H:22]6[O:43][C@H:42]([CH:44]([I:67])[OH:45])[CH2:41][C@H:32]([O:33][CH2:34][C:35]7[CH:36]=[CH:37][CH:38]=[CH:39][CH:40]=7)[C@H:23]6[O:24][CH2:25][C:26]6[CH:31]=[CH:30][CH:29]=[CH:28][CH:27]=6)[C:21]=4[C:9]=3[NH:8][C:6]=2[CH:7]=1)=[CH:18][C:17]([F:46])=[C:16]([F:47])[CH:15]=5. The yield is 0.390. (5) The reactants are [Cl:1][C:2]1[CH:22]=[CH:21][CH:20]=[CH:19][C:3]=1[CH:4]([O:12][CH:13]1[CH2:18][CH2:17][NH:16][CH2:15][CH2:14]1)[C:5]1[CH:10]=[CH:9][CH:8]=[CH:7][C:6]=1[Cl:11].[Cl:23][C:24]1[CH:25]=[C:26]([N:32]=[C:33]=[O:34])[CH:27]=[CH:28][C:29]=1[O:30][CH3:31].C(N(CC)CC)C. The catalyst is ClCCl. The product is [Cl:11][C:6]1[CH:7]=[CH:8][CH:9]=[CH:10][C:5]=1[CH:4]([O:12][CH:13]1[CH2:18][CH2:17][N:16]([C:33]([NH:32][C:26]2[CH:27]=[CH:28][C:29]([O:30][CH3:31])=[C:24]([Cl:23])[CH:25]=2)=[O:34])[CH2:15][CH2:14]1)[C:3]1[CH:19]=[CH:20][CH:21]=[CH:22][C:2]=1[Cl:1]. The yield is 0.210. (6) The reactants are [CH3:1][C:2]1[C:7]([N+:8]([O-])=O)=[CH:6][CH:5]=[CH:4][C:3]=1[NH:11][C:12]([N:14]=[S:15]([CH3:18])([CH3:17])=[O:16])=[O:13].NC1C=CC(NC(N=S(C)(C)=O)=O)=CC=1. No catalyst specified. The product is [NH2:8][C:7]1[C:2]([CH3:1])=[C:3]([NH:11][C:12]([N:14]=[S:15]([CH3:18])([CH3:17])=[O:16])=[O:13])[CH:4]=[CH:5][CH:6]=1. The yield is 0.910. (7) The reactants are [CH3:1]/[C:2](=[CH:9]\[C:10]1[CH:15]=[CH:14][C:13]([CH3:16])=[CH:12][CH:11]=1)/[CH2:3][CH2:4][C:5](OC)=[O:6].[H-].[Al+3].[Li+].[H-].[H-].[H-]. The yield is 0.660. The catalyst is C1COCC1. The product is [CH3:1]/[C:2](=[CH:9]\[C:10]1[CH:15]=[CH:14][C:13]([CH3:16])=[CH:12][CH:11]=1)/[CH2:3][CH2:4][CH2:5][OH:6].